The task is: Predict which catalyst facilitates the given reaction.. This data is from Catalyst prediction with 721,799 reactions and 888 catalyst types from USPTO. (1) Reactant: [CH2:1]([C:3]1[CH:4]=[C:5]2[C:9](=[CH:10][C:11]=1[CH2:12][CH3:13])[CH2:8][CH:7]([NH:14][CH2:15][C@@H:16]([C:18]1[CH:27]=[CH:26][C:25]([OH:28])=[C:24]3[C:19]=1[CH:20]=[CH:21][C:22](=[O:29])[NH:23]3)[OH:17])[CH2:6]2)[CH3:2].O.[C:31]1([CH3:41])[CH:36]=[CH:35][C:34]([S:37]([OH:40])(=[O:39])=[O:38])=[CH:33][CH:32]=1. Product: [S:37]([C:34]1[CH:35]=[CH:36][C:31]([CH3:41])=[CH:32][CH:33]=1)([OH:40])(=[O:39])=[O:38].[CH2:12]([C:11]1[CH:10]=[C:9]2[C:5](=[CH:4][C:3]=1[CH2:1][CH3:2])[CH2:6][CH:7]([NH:14][CH2:15][C@@H:16]([C:18]1[CH:27]=[CH:26][C:25]([OH:28])=[C:24]3[C:19]=1[CH:20]=[CH:21][C:22](=[O:29])[NH:23]3)[OH:17])[CH2:8]2)[CH3:13]. The catalyst class is: 413. (2) Reactant: [NH2:1][CH:2]([CH2:6][C:7]1[CH:12]=[CH:11][CH:10]=[C:9]([F:13])[CH:8]=1)[C:3]([OH:5])=[O:4].C([O-])([O-])=O.[K+].[K+].Cl[C:21]1[N:22]([CH2:37][CH2:38][CH3:39])[C:23](=[O:36])[C:24]2[NH:25][C:26]([CH:30]3[CH2:35][CH2:34][CH2:33][CH2:32][CH2:31]3)=[N:27][C:28]=2[N:29]=1.[Cl-].[NH4+]. Product: [CH:30]1([C:26]2[NH:25][C:24]3[C:23](=[O:36])[N:22]([CH2:37][CH2:38][CH3:39])[C:21]([NH:1][CH:2]([CH2:6][C:7]4[CH:12]=[CH:11][CH:10]=[C:9]([F:13])[CH:8]=4)[C:3]([OH:5])=[O:4])=[N:29][C:28]=3[N:27]=2)[CH2:31][CH2:32][CH2:33][CH2:34][CH2:35]1. The catalyst class is: 6. (3) Reactant: [CH2:1]1[C:7]2[CH:8]=[CH:9][C:10]([O:12][C:13]3[CH:21]=[CH:20][C:16]([C:17]([NH2:19])=[O:18])=[CH:15][N:14]=3)=[CH:11][C:6]=2[CH2:5][CH2:4][CH2:3][NH:2]1.C([O-])([O-])=O.[K+].[K+].Cl[CH2:29][CH2:30][CH2:31][CH:32]1[CH2:37][CH2:36][CH2:35][CH2:34][CH2:33]1.C(OCC)(=O)C. Product: [CH:32]1([CH2:31][CH2:30][CH2:29][N:2]2[CH2:3][CH2:4][CH2:5][C:6]3[CH:11]=[C:10]([O:12][C:13]4[CH:21]=[CH:20][C:16]([C:17]([NH2:19])=[O:18])=[CH:15][N:14]=4)[CH:9]=[CH:8][C:7]=3[CH2:1]2)[CH2:37][CH2:36][CH2:35][CH2:34][CH2:33]1. The catalyst class is: 3. (4) Reactant: [CH:1]1[C:10]2[C:5](=[C:6]([CH2:11][C:12]([OH:14])=O)[CH:7]=[CH:8][CH:9]=2)[CH:4]=[CH:3][N:2]=1.[S:15]1[C:19]2[CH:20]=[CH:21][CH:22]=[CH:23][C:18]=2[N:17]=[C:16]1[C:24]1[C:28]([CH3:29])=[CH:27][S:26][C:25]=1[NH2:30]. Product: [S:15]1[C:19]2[CH:20]=[CH:21][CH:22]=[CH:23][C:18]=2[N:17]=[C:16]1[C:24]1[C:28]([CH3:29])=[CH:27][S:26][C:25]=1[NH:30][C:12](=[O:14])[CH2:11][C:6]1[CH:7]=[CH:8][CH:9]=[C:10]2[C:5]=1[CH:4]=[CH:3][N:2]=[CH:1]2. The catalyst class is: 66.